From a dataset of Forward reaction prediction with 1.9M reactions from USPTO patents (1976-2016). Predict the product of the given reaction. (1) Given the reactants Cl[CH2:2][C:3]1[CH:8]=[CH:7][C:6]([O:9][CH3:10])=[CH:5][CH:4]=1.[I:11][C:12]1[C:20]2[C:15](=[N:16][CH:17]=[C:18]([C:34]3[CH:39]=[CH:38][CH:37]=[CH:36][CH:35]=3)[C:19]=2[N:21]2[CH2:26][CH2:25][N:24]([C:27]([O:29][C:30]([CH3:33])([CH3:32])[CH3:31])=[O:28])[CH2:23][CH2:22]2)[NH:14][N:13]=1.C([O-])([O-])=O.[K+].[K+].CCOCC, predict the reaction product. The product is: [I:11][C:12]1[C:20]2[C:15](=[N:16][CH:17]=[C:18]([C:34]3[CH:35]=[CH:36][CH:37]=[CH:38][CH:39]=3)[C:19]=2[N:21]2[CH2:26][CH2:25][N:24]([C:27]([O:29][C:30]([CH3:33])([CH3:32])[CH3:31])=[O:28])[CH2:23][CH2:22]2)[N:14]([CH2:2][C:3]2[CH:8]=[CH:7][C:6]([O:9][CH3:10])=[CH:5][CH:4]=2)[N:13]=1. (2) Given the reactants Cl.[CH3:2][CH:3]1[C:8](=[O:9])[CH2:7][CH2:6][NH:5][CH2:4]1.[CH3:10][S:11](Cl)(=[O:13])=[O:12], predict the reaction product. The product is: [CH3:10][S:11]([N:5]1[CH2:6][CH2:7][C:8](=[O:9])[CH:3]([CH3:2])[CH2:4]1)(=[O:13])=[O:12]. (3) Given the reactants [CH:1]1([C:4]2[CH:17]=[CH:16][C:7]([O:8][C:9](=[CH:14][CH3:15])[C:10]([O:12]C)=[O:11])=[CH:6][CH:5]=2)[CH2:3][CH2:2]1.C1COCC1.O.[OH-].[Li+], predict the reaction product. The product is: [CH:1]1([C:4]2[CH:17]=[CH:16][C:7]([O:8][C:9](=[CH:14][CH3:15])[C:10]([OH:12])=[O:11])=[CH:6][CH:5]=2)[CH2:3][CH2:2]1. (4) Given the reactants COCCOC.[CH2:7]([C:9]1[CH:14]=[CH:13][C:12]([C:15]2[C:19]([C:20]([O:22][CH2:23][CH3:24])=[O:21])=[C:18](I)[S:17][N:16]=2)=[CH:11][CH:10]=1)[CH3:8].[C:26]1(B(O)O)[CH:31]=[CH:30][CH:29]=[CH:28][CH:27]=1.C(=O)([O-])[O-].[Na+].[Na+], predict the reaction product. The product is: [CH2:7]([C:9]1[CH:14]=[CH:13][C:12]([C:15]2[C:19]([C:20]([O:22][CH2:23][CH3:24])=[O:21])=[C:18]([C:26]3[CH:31]=[CH:30][CH:29]=[CH:28][CH:27]=3)[S:17][N:16]=2)=[CH:11][CH:10]=1)[CH3:8].